Dataset: Reaction yield outcomes from USPTO patents with 853,638 reactions. Task: Predict the reaction yield, written as a fraction of the theoretical maximum amount of product (1.0 means a 100% yield; for example, 0.34 means a 34% yield). (1) The reactants are [CH2:1]([O:3][C:4]([C:6]1[CH:10]=[C:9]([O:11][CH:12]2[C:17](=O)[CH2:16][CH2:15][O:14][CH2:13]2)[NH:8][N:7]=1)=[O:5])[CH3:2].CS(O)(=O)=O. The catalyst is C(O)(=O)C.C1(C)C=CC=CC=1. The product is [N:7]1[N:8]2[C:9]([O:11][C:12]3[CH2:13][O:14][CH2:15][CH2:16][C:17]=32)=[CH:10][C:6]=1[C:4]([O:3][CH2:1][CH3:2])=[O:5]. The yield is 0.510. (2) The reactants are O.[OH-].[Li+].[C:4]([O:8][C:9]([NH:11][CH2:12][C:13]1([C:28]([O:30]CC)=[O:29])[CH2:18][CH2:17][N:16]([C:19]2[C:20]3[CH:27]=[CH:26][NH:25][C:21]=3[N:22]=[CH:23][N:24]=2)[CH2:15][CH2:14]1)=[O:10])([CH3:7])([CH3:6])[CH3:5]. The catalyst is O.C1COCC1.C(O)C.CCOC(C)=O. The product is [C:4]([O:8][C:9]([NH:11][CH2:12][C:13]1([C:28]([OH:30])=[O:29])[CH2:14][CH2:15][N:16]([C:19]2[C:20]3[CH:27]=[CH:26][NH:25][C:21]=3[N:22]=[CH:23][N:24]=2)[CH2:17][CH2:18]1)=[O:10])([CH3:7])([CH3:5])[CH3:6]. The yield is 0.631. (3) The reactants are [CH3:1][O:2][C:3](=[O:20])[C:4]([CH3:19])([O:6][C:7]1[CH:12]=[CH:11][CH:10]=[C:9]([CH:13]2[CH2:18][CH2:17][CH2:16][NH:15][CH2:14]2)[CH:8]=1)[CH3:5].[C:21]([OH:30])(=[O:29])[C@@H:22]([C@H:24]([C:26]([OH:28])=[O:27])[OH:25])[OH:23]. The catalyst is C1COCC1. The product is [C:26]([CH:24]([CH:22]([C:21]([OH:30])=[O:29])[OH:23])[OH:25])([OH:28])=[O:27].[CH3:1][O:2][C:3](=[O:20])[C:4]([CH3:5])([O:6][C:7]1[CH:12]=[CH:11][CH:10]=[C:9]([CH:13]2[CH2:18][CH2:17][CH2:16][NH:15][CH2:14]2)[CH:8]=1)[CH3:19]. The yield is 0.960.